From a dataset of Forward reaction prediction with 1.9M reactions from USPTO patents (1976-2016). Predict the product of the given reaction. (1) Given the reactants [CH3:1][C:2]1[CH:8]=[CH:7][CH:6]=[CH:5][C:3]=1[NH2:4].N1C=C[CH:12]=[CH:11][CH:10]=1.[CH3:15][S:16](Cl)(=[O:18])=[O:17].[Cl-].[Cl-].[Cl-].[Al+3].C(Cl)(=[O:26])C.Cl, predict the reaction product. The product is: [CH3:1][C:2]1[CH:8]=[C:7]([C:10](=[O:26])[CH2:11][CH3:12])[CH:6]=[CH:5][C:3]=1[NH:4][S:16]([CH3:15])(=[O:18])=[O:17]. (2) Given the reactants [Cl:1][C:2]1[CH:3]=[C:4]([CH:26]=[C:27]([Cl:29])[CH:28]=1)[O:5][CH:6]([CH2:24][CH3:25])[C:7]([NH:9][C:10]([CH3:23])([CH3:22])[C:11]#[C:12][CH2:13]O[Si](C(C)(C)C)(C)C)=[O:8].[F-].C([N+](CCCC)(CCCC)CCCC)CCC.CCCCCC.[C:54](OCC)(=[O:56])C, predict the reaction product. The product is: [Cl:29][C:27]1[CH:26]=[C:4]([CH:3]=[C:2]([Cl:1])[CH:28]=1)[O:5][CH:6]([CH2:24][CH3:25])[C:7]([NH:9][C:10]([CH3:22])([CH3:23])[C:11]#[C:12][CH2:13][CH2:54][OH:56])=[O:8]. (3) The product is: [Br:1][C:2]1[CH:3]=[C:4]([F:10])[C:5]2[N:9]=[C:21]([CH:12]3[O:11][C:16]4[CH:17]=[CH:18][CH:19]=[CH:20][C:15]=4[O:14][CH2:13]3)[NH:8][C:6]=2[CH:7]=1. Given the reactants [Br:1][C:2]1[CH:7]=[C:6]([NH2:8])[C:5]([NH2:9])=[C:4]([F:10])[CH:3]=1.[O:11]1[C:16]2[CH:17]=[CH:18][CH:19]=[CH:20][C:15]=2[O:14][CH2:13][CH:12]1[C:21](O)=O.CN(C(ON1N=NC2C=CC=NC1=2)=[N+](C)C)C.F[P-](F)(F)(F)(F)F.CCN(C(C)C)C(C)C, predict the reaction product. (4) Given the reactants [CH3:1][C:2]1([CH3:20])[O:7][C:6]2[CH:8]=[CH:9][CH:10]=[C:11]([CH2:12][C:13](OC(C)(C)C)=[O:14])[C:5]=2[CH2:4][O:3]1.[Li+].[BH4-].CO, predict the reaction product. The product is: [CH3:1][C:2]1([CH3:20])[O:7][C:6]2[CH:8]=[CH:9][CH:10]=[C:11]([CH2:12][CH2:13][OH:14])[C:5]=2[CH2:4][O:3]1.